Predict the reactants needed to synthesize the given product. From a dataset of Full USPTO retrosynthesis dataset with 1.9M reactions from patents (1976-2016). Given the product [CH3:1][O:2][C:3]1[CH:4]=[CH:5][C:6]([C:9]2([C:15]([N:22]3[CH2:23][CH2:24][N:19]([CH3:18])[CH2:20][CH2:21]3)=[O:17])[CH2:10][CH2:11][O:12][CH2:13][CH2:14]2)=[CH:7][CH:8]=1, predict the reactants needed to synthesize it. The reactants are: [CH3:1][O:2][C:3]1[CH:8]=[CH:7][C:6]([C:9]2([C:15]([OH:17])=O)[CH2:14][CH2:13][O:12][CH2:11][CH2:10]2)=[CH:5][CH:4]=1.[CH3:18][N:19]1[CH2:24][CH2:23][NH:22][CH2:21][CH2:20]1.F[B-](F)(F)F.N1(OC(N(C)C)=[N+](C)C)C2C=CC=CC=2N=N1.